Dataset: Reaction yield outcomes from USPTO patents with 853,638 reactions. Task: Predict the reaction yield, written as a fraction of the theoretical maximum amount of product (1.0 means a 100% yield; for example, 0.34 means a 34% yield). (1) The catalyst is CCOC(C)=O.C1C=CC([P]([Pd]([P](C2C=CC=CC=2)(C2C=CC=CC=2)C2C=CC=CC=2)([P](C2C=CC=CC=2)(C2C=CC=CC=2)C2C=CC=CC=2)[P](C2C=CC=CC=2)(C2C=CC=CC=2)C2C=CC=CC=2)(C2C=CC=CC=2)C2C=CC=CC=2)=CC=1. The product is [C:14]1([C@@H:12]([N:8]2[C:6]3=[N:7][C:2](/[CH:22]=[CH:23]/[CH3:24])=[CH:3][N:4]=[C:5]3[N:10]=[C:9]2[OH:11])[CH3:13])[CH:19]=[CH:18][CH:17]=[CH:16][CH:15]=1. The yield is 0.540. The reactants are Br[C:2]1[N:7]=[C:6]2[N:8]([C@H:12]([C:14]3[CH:19]=[CH:18][CH:17]=[CH:16][CH:15]=3)[CH3:13])[C:9]([OH:11])=[N:10][C:5]2=[N:4][CH:3]=1.CN1C[CH2:24][CH2:23][C:22]1=O.C(N(CC)CC)C.C([Sn](CCCC)(CCCC)/C=C/C)CCC. (2) The reactants are [CH3:1][O:2][C:3]1[N:8]=[CH:7][C:6]([OH:9])=[CH:5][CH:4]=1.[H-].[Na+].[CH3:12][O:13][CH2:14]Cl. The catalyst is CN(C=O)C. The product is [CH3:1][O:2][C:3]1[CH:4]=[CH:5][C:6]([O:9][CH2:12][O:13][CH3:14])=[CH:7][N:8]=1. The yield is 0.893. (3) The reactants are C(Cl)(Cl)Cl.[Cl:5][C:6]1[CH:11]=[C:10]([Cl:12])[CH:9]=[CH:8][C:7]=1[CH:13]1[C:17]([OH:18])=[C:16]([C:19]([CH3:21])=[O:20])[CH2:15][S:14]1.S(Cl)(Cl)(=O)=O. The catalyst is O. The product is [Cl:5][C:6]1[CH:11]=[C:10]([Cl:12])[CH:9]=[CH:8][C:7]=1[C:13]1[S:14][CH:15]=[C:16]([C:19]([CH3:21])=[O:20])[C:17]=1[OH:18]. The yield is 0.910. (4) The reactants are Cl.[NH2:2][C@@H:3]1[CH2:5][C@H:4]1[C:6]1[CH:11]=[CH:10][C:9]([NH:12][C:13](=[O:15])[CH3:14])=[CH:8][CH:7]=1.[CH:16]([CH:18]1[CH2:23][CH2:22][N:21]([C:24]([O:26][C:27]([CH3:30])([CH3:29])[CH3:28])=[O:25])[CH2:20][CH2:19]1)=O.[BH-](OC(C)=O)(OC(C)=O)OC(C)=O.[Na+].C([O-])(O)=O.[Na+]. The catalyst is ClCCl.CO. The product is [C:13]([NH:12][C:9]1[CH:10]=[CH:11][C:6]([C@@H:4]2[CH2:5][C@H:3]2[NH:2][CH2:16][CH:18]2[CH2:23][CH2:22][N:21]([C:24]([O:26][C:27]([CH3:28])([CH3:30])[CH3:29])=[O:25])[CH2:20][CH2:19]2)=[CH:7][CH:8]=1)(=[O:15])[CH3:14]. The yield is 0.585. (5) The reactants are CN(C(ON1N=NC2C=CC=NC1=2)=[N+](C)C)C.F[P-](F)(F)(F)(F)F.[NH2:25][CH2:26][C:27]1[C:28]([F:44])=[C:29]([O:34][C:35]2[CH:36]=[C:37]([CH:40]=[C:41]([Cl:43])[CH:42]=2)[C:38]#[N:39])[C:30]([Cl:33])=[CH:31][CH:32]=1.[CH3:45][C:46]1[N:47]=[C:48]([CH:62]([CH3:64])[CH3:63])[N:49](COCC[Si](C)(C)C)[C:50]=1[C:51](O)=[O:52].C(N(C(C)C)CC)(C)C. The catalyst is CN(C=O)C. The product is [Cl:33][C:30]1[CH:31]=[CH:32][C:27]([CH2:26][NH:25][C:51]([C:50]2[NH:49][C:48]([CH:62]([CH3:63])[CH3:64])=[N:47][C:46]=2[CH3:45])=[O:52])=[C:28]([F:44])[C:29]=1[O:34][C:35]1[CH:36]=[C:37]([C:38]#[N:39])[CH:40]=[C:41]([Cl:43])[CH:42]=1. The yield is 0.600.